From a dataset of Catalyst prediction with 721,799 reactions and 888 catalyst types from USPTO. Predict which catalyst facilitates the given reaction. (1) Reactant: [F:1][C:2]1[C:3]([N:8]2[C:12]([CH2:13][C:14]3[N:19]=[CH:18][N:17]4[N:20]=[C:21]([CH2:23]O)[N:22]=[C:16]4[C:15]=3[CH2:25][CH2:26][CH3:27])=[CH:11][CH:10]=[N:9]2)=[N:4][CH:5]=[CH:6][CH:7]=1.COCCN(S(F)(F)[F:38])CCOC.C([O-])(O)=O.[Na+]. Product: [F:38][CH2:23][C:21]1[N:22]=[C:16]2[N:17]([CH:18]=[N:19][C:14]([CH2:13][C:12]3[N:8]([C:3]4[C:2]([F:1])=[CH:7][CH:6]=[CH:5][N:4]=4)[N:9]=[CH:10][CH:11]=3)=[C:15]2[CH2:25][CH2:26][CH3:27])[N:20]=1. The catalyst class is: 2. (2) Reactant: [CH3:1][N:2]([C:4]1[C:9]2[CH2:10][C@@H:11]3[C:21]([C:22](=[O:23])[C:8]=2[C:7]([OH:33])=[CH:6][CH:5]=1)=[C:20]([OH:24])[C@@:19]1([OH:25])[C@H:13]([C@H:14]([N:30]([CH3:32])[CH3:31])[C:15]([OH:29])=[C:16]([C:26]([NH2:28])=[O:27])[C:17]1=[O:18])[CH2:12]3)[CH3:3]. Product: [CH3:3][N:2]([C:4]1[C:9]2[CH2:10][C@@H:11]3[C:21]([C:22](=[O:23])[C:8]=2[C:7]([OH:33])=[CH:6][CH:5]=1)=[C:20]([OH:24])[C@@:19]1([OH:25])[C@H:13]([C@H:14]([N:30]([CH3:32])[CH3:31])[C:15]([OH:29])=[C:16]([C:26]([NH2:28])=[O:27])[C:17]1=[O:18])[CH2:12]3)[CH3:1].[CH2:17]([OH:18])[CH3:16]. The catalyst class is: 8. (3) Reactant: [Br:1][C:2]1[C:3]([N:12]2[CH2:17][CH2:16][N:15]([CH2:18][C:19]3[CH:24]=[CH:23][CH:22]=[CH:21][N:20]=3)[CH2:14][CH2:13]2)=[C:4]([N+:9]([O-])=O)[C:5]([NH2:8])=[N:6][CH:7]=1.[CH3:25][N:26]([CH3:35])[C:27]1[CH:34]=[CH:33][C:30]([CH:31]=O)=[CH:29][CH:28]=1.[O-]S(S([O-])=O)=O.[Na+].[Na+]. Product: [Br:1][C:2]1[C:3]([N:12]2[CH2:17][CH2:16][N:15]([CH2:18][C:19]3[CH:24]=[CH:23][CH:22]=[CH:21][N:20]=3)[CH2:14][CH2:13]2)=[C:4]2[N:9]=[C:31]([C:30]3[CH:33]=[CH:34][C:27]([N:26]([CH3:35])[CH3:25])=[CH:28][CH:29]=3)[NH:8][C:5]2=[N:6][CH:7]=1. The catalyst class is: 8. (4) Reactant: [NH2:1][C:2]1[C:3]([C:7]#[N:8])=[N:4][O:5][N:6]=1.O.[NH2:10][NH2:11]. Product: [NH2:1][C:2]1[C:3]([C:7]([NH:10][NH2:11])=[NH:8])=[N:4][O:5][N:6]=1. The catalyst class is: 10.